Task: Predict the reaction yield, written as a fraction of the theoretical maximum amount of product (1.0 means a 100% yield; for example, 0.34 means a 34% yield).. Dataset: Reaction yield outcomes from USPTO patents with 853,638 reactions (1) The reactants are [C:1]([O:5][C:6]([N:8]1[CH2:13][CH2:12][CH:11]([O:14][C:15]2[C:16]([C:30]([O:32]C)=[O:31])=[N:17][N:18]([C:22]3[CH:27]=[CH:26][C:25]([Cl:28])=[C:24]([Cl:29])[CH:23]=3)[C:19](=[O:21])[CH:20]=2)[CH2:10][CH2:9]1)=[O:7])([CH3:4])([CH3:3])[CH3:2].[OH-].[Na+]. The catalyst is C1COCC1. The product is [C:1]([O:5][C:6]([N:8]1[CH2:9][CH2:10][CH:11]([O:14][C:15]2[C:16]([C:30]([OH:32])=[O:31])=[N:17][N:18]([C:22]3[CH:27]=[CH:26][C:25]([Cl:28])=[C:24]([Cl:29])[CH:23]=3)[C:19](=[O:21])[CH:20]=2)[CH2:12][CH2:13]1)=[O:7])([CH3:4])([CH3:2])[CH3:3]. The yield is 0.960. (2) The yield is 0.910. The product is [CH2:11]([O:13][C:14]([CH:16]1[C:17]2[C:10]3[C:5](=[CH:6][CH:7]=[CH:8][CH:9]=3)[N:4]([CH2:3][CH2:2][F:1])[C:18]=2[CH2:19][CH2:20][CH2:21]1)=[O:15])[CH3:12]. The catalyst is CC(O)C.[Cl-].[Zn+2].[Cl-]. The reactants are [F:1][CH2:2][CH2:3][NH:4][C:5]1[CH:10]=[CH:9][CH:8]=[CH:7][CH:6]=1.[CH2:11]([O:13][C:14]([C:16]1[CH2:21][CH2:20][CH2:19][CH:18](Br)[C:17]=1O)=[O:15])[CH3:12]. (3) The product is [CH3:31][N:8]1[C:7]([C:1]2[CH:6]=[CH:5][CH:4]=[CH:3][CH:2]=2)=[C:11]([C:12]2[C:17](=[O:18])[CH:16]=[CH:15][N:14]([C:19]3[CH:24]=[CH:23][CH:22]=[C:21]([C:25]([F:26])([F:27])[F:28])[CH:20]=3)[N:13]=2)[CH:10]=[N:9]1. The reactants are [C:1]1([C:7]2[C:11]([C:12]3[C:17](=[O:18])[CH:16]=[CH:15][N:14]([C:19]4[CH:24]=[CH:23][CH:22]=[C:21]([C:25]([F:28])([F:27])[F:26])[CH:20]=4)[N:13]=3)=[CH:10][NH:9][N:8]=2)[CH:6]=[CH:5][CH:4]=[CH:3][CH:2]=1.IC.[C:31]([O-])([O-])=O.[K+].[K+].O. The yield is 0.300. The catalyst is CN(C=O)C. (4) The reactants are Cl.Cl.[NH:3]1[CH2:6][CH:5]([C:7]2[C:8]([O:28][CH3:29])=[C:9]([CH:15]([N:17]3[C:21]4=[N:22][CH:23]=[N:24][C:25]([NH2:26])=[C:20]4[C:19]([CH3:27])=[N:18]3)[CH3:16])[CH:10]=[C:11]([Cl:14])[C:12]=2[F:13])[CH2:4]1.C(N([CH2:35][CH3:36])CC)C.C=O.[C:39](O[BH-](OC(=O)C)OC(=O)C)(=[O:41])C.[Na+]. The catalyst is CO.O1CCCC1.C(#N)C. The product is [Cl:14][C:11]1[C:12]([F:13])=[C:7]([CH:5]2[CH2:4][N:3]([CH:36]3[CH2:35][O:41][CH2:39]3)[CH2:6]2)[C:8]([O:28][CH3:29])=[C:9]([CH:15]([N:17]2[C:21]3=[N:22][CH:23]=[N:24][C:25]([NH2:26])=[C:20]3[C:19]([CH3:27])=[N:18]2)[CH3:16])[CH:10]=1. The yield is 0.0630. (5) The reactants are ClC(OC1C=CC([N+]([O-])=O)=CC=1)=[O:3].C[CH2:15][N:16]([CH:20](C)C)C(C)C.[C:23]([O:27][C:28](=[O:44])[N:29]([CH2:33][C:34]1[CH:39]=[C:38]([CH2:40][CH2:41][OH:42])[CH:37]=[CH:36][C:35]=1[Cl:43])[CH:30]1[CH2:32][CH2:31]1)([CH3:26])([CH3:25])[CH3:24].CN. The catalyst is CC#N. The product is [C:23]([O:27][C:28](=[O:44])[N:29]([CH2:33][C:34]1[CH:39]=[C:38]([CH2:40][CH2:41][O:42][C:15](=[O:3])[NH:16][CH3:20])[CH:37]=[CH:36][C:35]=1[Cl:43])[CH:30]1[CH2:31][CH2:32]1)([CH3:26])([CH3:24])[CH3:25]. The yield is 0.500. (6) The reactants are FC(F)(F)S([C:6]1[C:15]2[C:10](=[CH:11][CH:12]=[CH:13][CH:14]=2)[O:9][CH2:8][CH:7]=1)(=O)=O.[C:18]1([CH3:24])[CH:23]=[CH:22][CH:21]=[CH:20][CH:19]=1.[Cl-].[Li+].[C:27](=O)([O-])[O-:28].[K+].[K+].C([OH:35])C. The catalyst is C1C=CC([P]([Pd]([P](C2C=CC=CC=2)(C2C=CC=CC=2)C2C=CC=CC=2)([P](C2C=CC=CC=2)(C2C=CC=CC=2)C2C=CC=CC=2)[P](C2C=CC=CC=2)(C2C=CC=CC=2)C2C=CC=CC=2)(C2C=CC=CC=2)C2C=CC=CC=2)=CC=1. The product is [O:9]1[C:10]2[C:15](=[CH:14][CH:13]=[CH:12][CH:11]=2)[C:6]([C:21]2[CH:22]=[CH:23][C:18]([C:24]([O:28][CH3:27])=[O:35])=[CH:19][CH:20]=2)=[CH:7][CH2:8]1. The yield is 0.990. (7) The yield is 0.510. The catalyst is CO. The product is [ClH:1].[ClH:1].[O:25]=[C:15]1[N:14]2[C:23]3[N:22]([C@H:11]([CH2:10][N:7]4[CH2:8][CH2:9][CH:4]([NH:3][CH2:26][C:28]5[CH:29]=[C:30]([C:38]#[N:39])[C:31]6[O:36][CH2:35][CH2:34][O:33][C:32]=6[CH:37]=5)[CH2:5][CH2:6]4)[CH2:12][CH2:13]2)[C:21](=[O:24])[CH:20]=[CH:19][C:18]=3[N:17]=[CH:16]1. The reactants are [ClH:1].Cl.[NH2:3][CH:4]1[CH2:9][CH2:8][N:7]([CH2:10][C@H:11]2[N:22]3[C:23]4[N:14]([C:15](=[O:25])[CH:16]=[N:17][C:18]=4[CH:19]=[CH:20][C:21]3=[O:24])[CH2:13][CH2:12]2)[CH2:6][CH2:5]1.[CH:26]([C:28]1[CH:29]=[C:30]([C:38]#[N:39])[C:31]2[O:36][CH2:35][CH2:34][O:33][C:32]=2[CH:37]=1)=O.C(O)(=O)C.C([O-])(=O)C.[Na+]. (8) The reactants are [NH2:1][C:2]1[C:3]([CH3:13])=[C:4]([CH:9]=[C:10]([Br:12])[CH:11]=1)[C:5]([O:7][CH3:8])=[O:6].[O:14]1[CH2:19][CH2:18][C:17](=O)[CH2:16][CH2:15]1.C(O)(=O)C.C(O[BH-](OC(=O)C)OC(=O)C)(=O)C.[Na+]. The catalyst is ClC(Cl)C. The product is [Br:12][C:10]1[CH:11]=[C:2]([NH:1][CH:17]2[CH2:18][CH2:19][O:14][CH2:15][CH2:16]2)[C:3]([CH3:13])=[C:4]([CH:9]=1)[C:5]([O:7][CH3:8])=[O:6]. The yield is 0.690. (9) The reactants are [C:1]([C:5]1[CH:10]=[CH:9][C:8]([NH:11][C:12](=[O:35])[NH:13][CH:14]([C:16]2[CH:21]=[CH:20][C:19]([NH:22][S:23]([CH3:26])(=[O:25])=[O:24])=[C:18]([C:27]#[C:28][C:29]3[CH:34]=[CH:33][CH:32]=[CH:31][CH:30]=3)[CH:17]=2)[CH3:15])=[CH:7][CH:6]=1)([CH3:4])([CH3:3])[CH3:2]. The catalyst is [Pd].CC([O-])=O.CC([O-])=O.[Pb+2].CO.[Pd]. The product is [C:1]([C:5]1[CH:10]=[CH:9][C:8]([NH:11][C:12](=[O:35])[NH:13][CH:14]([C:16]2[CH:21]=[CH:20][C:19]([NH:22][S:23]([CH3:26])(=[O:25])=[O:24])=[C:18]([CH:27]=[CH:28][C:29]3[CH:34]=[CH:33][CH:32]=[CH:31][CH:30]=3)[CH:17]=2)[CH3:15])=[CH:7][CH:6]=1)([CH3:2])([CH3:3])[CH3:4]. The yield is 0.320.